Dataset: Forward reaction prediction with 1.9M reactions from USPTO patents (1976-2016). Task: Predict the product of the given reaction. (1) Given the reactants I[C:2]1[NH:6][C:5]([C@@H:7]2[CH2:12][C@@H:11]3[C@@H:9]([CH2:10]3)[N:8]2[C:13]([O:15][C:16]([CH3:19])([CH3:18])[CH3:17])=[O:14])=[N:4][CH:3]=1.C(N(CC)CC)C.[C:27]([Si:29]([CH3:32])([CH3:31])[CH3:30])#[CH:28], predict the reaction product. The product is: [CH3:30][Si:29]([C:27]#[C:28][C:2]1[NH:6][C:5]([C@@H:7]2[CH2:12][C@@H:11]3[C@@H:9]([CH2:10]3)[N:8]2[C:13]([O:15][C:16]([CH3:19])([CH3:18])[CH3:17])=[O:14])=[N:4][CH:3]=1)([CH3:32])[CH3:31]. (2) Given the reactants S(Cl)(Cl)=O.C(O)(=O)CCCCCCCCCCC.C(Cl)(=O)CCCCCCCCCCC.[C:33]([N:46]=[C:47]=[S:48])(=[O:45])[CH2:34][CH2:35][CH2:36][CH2:37][CH2:38][CH2:39][CH2:40][CH2:41][CH2:42][CH2:43][CH3:44].[CH3:49][O:50][C:51]1[CH:52]=[C:53]2[C:58](=[CH:59][C:60]=1[O:61][CH3:62])[N:57]=[CH:56][CH:55]=[C:54]2[O:63][C:64]1[CH:70]=[CH:69][C:67]([NH2:68])=[CH:66][CH:65]=1, predict the reaction product. The product is: [CH3:49][O:50][C:51]1[CH:52]=[C:53]2[C:58](=[CH:59][C:60]=1[O:61][CH3:62])[N:57]=[CH:56][CH:55]=[C:54]2[O:63][C:64]1[CH:65]=[CH:66][C:67]([NH:68][C:47]([NH:46][C:33](=[O:45])[CH2:34][CH2:35][CH2:36][CH2:37][CH2:38][CH2:39][CH2:40][CH2:41][CH2:42][CH2:43][CH3:44])=[S:48])=[CH:69][CH:70]=1.